This data is from Full USPTO retrosynthesis dataset with 1.9M reactions from patents (1976-2016). The task is: Predict the reactants needed to synthesize the given product. (1) The reactants are: [CH2:1]([CH:3]([C:6]1[C:7]2[N:8]([C:13]([C:17]3[S:18][CH:19]=[CH:20][C:21]=3[CH3:22])=[C:14]([CH3:16])[N:15]=2)[N:9]=[C:10]([CH3:12])[CH:11]=1)[CH2:4][CH3:5])[CH3:2].C1C(=O)N([Br:30])C(=O)C1. Given the product [Br:30][C:19]1[S:18][C:17]([C:13]2[N:8]3[N:9]=[C:10]([CH3:12])[CH:11]=[C:6]([CH:3]([CH2:4][CH3:5])[CH2:1][CH3:2])[C:7]3=[N:15][C:14]=2[CH3:16])=[C:21]([CH3:22])[CH:20]=1, predict the reactants needed to synthesize it. (2) Given the product [Cl:11][C:6]1[C:7]([C:8]#[N:9])=[C:2]([Cl:1])[N:3]=[C:4]([NH:12][CH:13]2[CH2:14][CH2:15]2)[N:5]=1, predict the reactants needed to synthesize it. The reactants are: [Cl:1][C:2]1[C:7]([CH:8]=[N:9]O)=[C:6]([Cl:11])[N:5]=[C:4]([NH:12][CH:13]2[CH2:15][CH2:14]2)[N:3]=1.O=P(Cl)(Cl)Cl. (3) Given the product [NH2:1][C:2]1[N:11]=[CH:10][C:9]2[C:8]([NH:15][C:16]3[CH:21]=[CH:20][C:19]([C:22]([F:23])([F:24])[F:25])=[CH:18][CH:17]=3)=[N:7][CH:6]=[N:5][C:4]=2[CH:3]=1, predict the reactants needed to synthesize it. The reactants are: [NH2:1][C:2]1[N:11]=[CH:10][C:9]2[C:8](SC)=[N:7][CH:6]=[N:5][C:4]=2[CH:3]=1.Cl.[NH2:15][C:16]1[CH:21]=[CH:20][C:19]([C:22]([F:25])([F:24])[F:23])=[CH:18][CH:17]=1.NC1C=CC(C(F)(F)F)=CC=1.C([O-])(O)=O.[Na+]. (4) The reactants are: [Br:1][C:2]1[CH:3]=[CH:4][C:5]2[O:14][C:13]3[C:12](=[O:15])[NH:11][C:10]([CH2:16]Cl)=[N:9][C:8]=3[C:6]=2[CH:7]=1.[C@H:18]12[CH2:24][C@H:21]([NH:22][CH2:23]1)[CH2:20][N:19]2[C:25]([O:27][C:28]([CH3:31])([CH3:30])[CH3:29])=[O:26].C(N(C(C)C)CC)(C)C. Given the product [Br:1][C:2]1[CH:3]=[CH:4][C:5]2[O:14][C:13]3[C:12](=[O:15])[NH:11][C:10]([CH2:16][N:22]4[CH2:23][C@@H:18]5[CH2:24][C@H:21]4[CH2:20][N:19]5[C:25]([O:27][C:28]([CH3:31])([CH3:30])[CH3:29])=[O:26])=[N:9][C:8]=3[C:6]=2[CH:7]=1, predict the reactants needed to synthesize it. (5) Given the product [NH:19]1[C:23]2=[N:24][CH:25]=[CH:26][CH:27]=[C:22]2[C:21]([CH2:28][C:30]2[CH:35]=[CH:34][C:33]([NH:36][CH2:37][C:38]3[CH:43]=[CH:42][C:41]([C:44]([F:45])([F:47])[F:46])=[CH:40][CH:39]=3)=[N:32][CH:31]=2)=[CH:20]1, predict the reactants needed to synthesize it. The reactants are: ClC1N=CC(C(C2C3C(=NC=CC=3)NC=2)=O)=CC=1.[NH:19]1[C:23]2=[N:24][CH:25]=[CH:26][CH:27]=[C:22]2[C:21]([C:28]([C:30]2[CH:31]=[N:32][C:33]([NH:36][CH2:37][C:38]3[CH:43]=[CH:42][C:41]([C:44]([F:47])([F:46])[F:45])=[CH:40][CH:39]=3)=[CH:34][CH:35]=2)=O)=[CH:20]1.